From a dataset of Forward reaction prediction with 1.9M reactions from USPTO patents (1976-2016). Predict the product of the given reaction. (1) Given the reactants [CH:1]1([C:6]2[C:7]([O:23]S(C3C=CC(C)=CC=3)(=O)=O)=[N:8][N:9]3[C:14]=2[C:13]([CH3:15])=[N:12][N:11]=[C:10]3[C:16]2[CH:21]=[CH:20][CH:19]=[CH:18][C:17]=2[F:22])[CH2:5][CH2:4][CH2:3][CH2:2]1.[CH2:34]([N:36]1[C:40]([CH2:41]O)=[N:39][CH:38]=[N:37]1)[CH3:35].[H-].[Na+].O, predict the reaction product. The product is: [CH:1]1([C:6]2[C:7]([O:23][CH2:41][C:40]3[N:36]([CH2:34][CH3:35])[N:37]=[CH:38][N:39]=3)=[N:8][N:9]3[C:14]=2[C:13]([CH3:15])=[N:12][N:11]=[C:10]3[C:16]2[CH:21]=[CH:20][CH:19]=[CH:18][C:17]=2[F:22])[CH2:5][CH2:4][CH2:3][CH2:2]1. (2) The product is: [O:1]([CH2:2][CH2:3][O:4][CH2:5][CH2:6][O:7][C:8]1[C:9]([O:19][CH2:20][CH2:21][O:22][CH3:23])=[CH:10][C:11]([NH2:16])=[C:12]([CH:15]=1)[C:13]#[N:14])[CH2:24][CH2:25][O:26][CH2:27][CH2:28][O:29][C:30]1[C:31]([O:41][CH2:42][CH2:43][O:44][CH3:45])=[CH:32][C:33]([NH2:38])=[C:34]([CH:37]=1)[C:35]#[N:36]. Given the reactants [O:1]([CH2:24][CH2:25][O:26][CH2:27][CH2:28][O:29][C:30]1[C:31]([O:41][CH2:42][CH2:43][O:44][CH3:45])=[CH:32][C:33]([N+:38]([O-])=O)=[C:34]([CH:37]=1)[C:35]#[N:36])[CH2:2][CH2:3][O:4][CH2:5][CH2:6][O:7][C:8]1[C:9]([O:19][CH2:20][CH2:21][O:22][CH3:23])=[CH:10][C:11]([N+:16]([O-])=O)=[C:12]([CH:15]=1)[C:13]#[N:14], predict the reaction product. (3) Given the reactants Cl[C:2]1[CH:3]=[C:4]([C:14]([OH:16])=[O:15])[C:5]2[CH:10]=[N:9][N:8]([CH:11]([CH3:13])[CH3:12])[C:6]=2[N:7]=1.CCN(CC)CC, predict the reaction product. The product is: [CH:11]([N:8]1[C:6]2[N:7]=[CH:2][CH:3]=[C:4]([C:14]([OH:16])=[O:15])[C:5]=2[CH:10]=[N:9]1)([CH3:13])[CH3:12]. (4) Given the reactants [F:1][C:2]1[CH:3]=[C:4]2[C:8](=[CH:9][CH:10]=1)[N:7]([CH3:11])[CH:6]=[C:5]2[C:12]([OH:14])=O.C(Cl)(=O)C(Cl)=O.[NH2:21][C:22]1[C:27]([Cl:28])=[CH:26][C:25]([CH2:29][C:30]([O:32][CH2:33][CH3:34])=[O:31])=[C:24]([F:35])[CH:23]=1.C(N(CC)CC)C, predict the reaction product. The product is: [Cl:28][C:27]1[C:22]([NH:21][C:12]([C:5]2[C:4]3[C:8](=[CH:9][CH:10]=[C:2]([F:1])[CH:3]=3)[N:7]([CH3:11])[CH:6]=2)=[O:14])=[CH:23][C:24]([F:35])=[C:25]([CH2:29][C:30]([O:32][CH2:33][CH3:34])=[O:31])[CH:26]=1. (5) Given the reactants [O:1]1[C@H:3]2[CH2:4][C@@H:5]3[C@@H:21]([C@@:22]4([CH3:28])[CH2:23][CH2:24][C@H:25]([OH:27])[CH2:26][C:2]124)[CH2:20][CH2:19][C@@:18]1([CH3:29])[C@H:6]3[CH2:7][CH2:8][C@@H:9]1[C@H:10]([CH3:17])[CH2:11][CH2:12][CH2:13][CH:14]([CH3:16])[CH3:15].[NH2:30][CH2:31][CH2:32][CH2:33][NH2:34].C(O)CCC, predict the reaction product. The product is: [OH:1][C@:2]12[CH2:26][C@@H:25]([OH:27])[CH2:24][CH2:23][C@:22]1([CH3:28])[C@@H:21]1[C@H:5]([C@H:6]3[C@:18]([CH3:29])([CH2:19][CH2:20]1)[C@@H:9]([C@H:10]([CH3:17])[CH2:11][CH2:12][CH2:13][CH:14]([CH3:15])[CH3:16])[CH2:8][CH2:7]3)[CH2:4][C@H:3]2[NH:30][CH2:31][CH2:32][CH2:33][NH2:34]. (6) Given the reactants [CH3:1][C:2]1[C:8](=[O:9])[NH:7][C:5](=[O:6])[N:4]([C@@H:10]2[O:14][C@H:13]([CH2:15][OH:16])[C@@H:12]([N:17]=[N+:18]=[N-:19])[CH2:11]2)[CH:3]=1.C1S[C@H](CO)O[C@@H]1N1C(=O)N=C(N)C=C1.C1N([C@H]2C=C[C@@H](CO)C2)C2N=C(N)N=C(NC3CC3)C=2N=1.CC1C(OCC(N[C@H]([C@@H](O)C[C@@H](NC([C@@H](N2C(=O)NCCC2)C(C)C)=O)CC2C=CC=CC=2)CC2C=CC=CC=2)=O)=C(C)C=CC=1.CC(C1SC=C(CN(C(N[C@H](C(N[C@H](C[C@H](O)[C@@H](NC(OCC2SC=NC=2)=O)CC2C=CC=CC=2)CC2C=CC=CC=2)=O)C(C)C)=O)C)N=1)C.C[C@@H](OC[P:167]([OH:170])([OH:169])=[O:168])CN1C2N=CN=C(N)C=2N=C1.C1S[C@H](CO)O[C@@H]1N1C(=O)N=C(N)C(F)=C1.C1C(Cl)=CC2[C@](C(F)(F)F)(C#CC3CC3)OC(NC=2C=1)=O.CC1C(NC2C=CN=C(NC3C=CC(C#N)=CC=3)N=2)=C(C)C=C(/C=C/C#N)C=1.C[C@@H](OC[P:251]([O:262]COC(OC(C)C)=O)([O:253]COC(OC(C)C)=O)=[O:252])CN1C2N=CN=C(N)C=2N=C1.C1S[C@H](CO)O[C@@H]1N1C(=O)N=C(N)C(F)=C1.C(/C(O)=O)=C\C(O)=O.CC1C=C(/C=C/C#N)C=C(C)C=1NC1C=CN=C(NC2C=CC(C#N)=CC=2)N=1.C[C@@H](OC[P:338]([O:349]COC(OC(C)C)=O)([O:340]COC(OC(C)C)=O)=[O:339])CN1C2N=CN=C(N)C=2N=C1.CC(C1SC=C(CN(C(N[C@H](C(N[C@@H](CC2C=CC=CC=2)CC[C@@H](NC(OCC2SC=NC=2)=O)CC2C=CC=CC=2)=O)CCN2CCOCC2)=O)C)N=1)C.CC([C@H](N1C2C(=CC(CC3C=CC=C(Cl)C=3F)=C(OC)C=2)C(=O)C(C(O)=O)=C1)CO)C.C1S[C@H](CO)O[C@@H]1N1C(=O)N=C(N)C(F)=C1.C(/C(O)=O)=C\C(O)=O.CC([C@H](N1C2=CC(OC)=C(CC3C=CC=C(Cl)C=3F)C=C2C(=O)C(C(O)=O)=C1)CO)C.CC(C1SC=C(CN(C(N[C@H](C(N[C@@H](CC2C=CC=CC=2)CC[C@@H](NC(OCC2SC=NC=2)=O)CC2C=CC=CC=2)=O)CCN2CCOCC2)=O)C)N=1)C, predict the reaction product. The product is: [CH3:1][C:2]1[C:8](=[O:9])[NH:7][C:5](=[O:6])[N:4]([C@@H:10]2[O:14][C@H:13]([CH2:15][O:16][P:167]([O:170][P:251]([O:262][P:338]([OH:349])([OH:340])=[O:339])([OH:253])=[O:252])([OH:169])=[O:168])[C@@H:12]([N:17]=[N+:18]=[N-:19])[CH2:11]2)[CH:3]=1. (7) Given the reactants Br[C:2]1[N:3]=[C:4]([C:23]2[O:27][N:26]=[C:25]([C:28]3[CH:33]=[CH:32][C:31]([CH2:34][N:35]([C:42]([O:44][C:45]([CH3:48])([CH3:47])[CH3:46])=[O:43])[CH:36]4[CH2:41][CH2:40][O:39][CH2:38][CH2:37]4)=[CH:30][CH:29]=3)[CH:24]=2)[C:5]([N:8]([C:16]([O:18][C:19]([CH3:22])([CH3:21])[CH3:20])=[O:17])[C:9](=[O:15])[O:10][C:11]([CH3:14])([CH3:13])[CH3:12])=[N:6][CH:7]=1.C([O-])([O-])=O.[K+].[K+].[CH:55]([S:58]([C:61]1[CH:66]=[CH:65][C:64](B(O)O)=[CH:63][CH:62]=1)(=[O:60])=[O:59])([CH3:57])[CH3:56], predict the reaction product. The product is: [C:19]([O:18][C:16]([N:8]([C:5]1[C:4]([C:23]2[O:27][N:26]=[C:25]([C:28]3[CH:33]=[CH:32][C:31]([CH2:34][N:35]([C:42]([O:44][C:45]([CH3:46])([CH3:47])[CH3:48])=[O:43])[CH:36]4[CH2:41][CH2:40][O:39][CH2:38][CH2:37]4)=[CH:30][CH:29]=3)[CH:24]=2)=[N:3][C:2]([C:64]2[CH:63]=[CH:62][C:61]([S:58]([CH:55]([CH3:57])[CH3:56])(=[O:60])=[O:59])=[CH:66][CH:65]=2)=[CH:7][N:6]=1)[C:9](=[O:15])[O:10][C:11]([CH3:14])([CH3:12])[CH3:13])=[O:17])([CH3:21])([CH3:20])[CH3:22].